From a dataset of Peptide-MHC class I binding affinity with 185,985 pairs from IEDB/IMGT. Regression. Given a peptide amino acid sequence and an MHC pseudo amino acid sequence, predict their binding affinity value. This is MHC class I binding data. (1) The peptide sequence is YAVLSEYETM. The MHC is HLA-A02:03 with pseudo-sequence HLA-A02:03. The binding affinity (normalized) is 0.152. (2) The peptide sequence is ILKEPVHGV. The MHC is HLA-B42:01 with pseudo-sequence HLA-B42:01. The binding affinity (normalized) is 0.306. (3) The peptide sequence is YLLFASMGFK. The binding affinity (normalized) is 0.111. The MHC is HLA-B53:01 with pseudo-sequence HLA-B53:01. (4) The peptide sequence is VVLANASRI. The MHC is H-2-Db with pseudo-sequence H-2-Db. The binding affinity (normalized) is 0.360. (5) The MHC is HLA-A24:03 with pseudo-sequence HLA-A24:03. The binding affinity (normalized) is 0.944. The peptide sequence is GYLNACGHF.